From a dataset of Peptide-MHC class I binding affinity with 185,985 pairs from IEDB/IMGT. Regression. Given a peptide amino acid sequence and an MHC pseudo amino acid sequence, predict their binding affinity value. This is MHC class I binding data. (1) The peptide sequence is TLSRVWGNK. The MHC is HLA-A02:01 with pseudo-sequence HLA-A02:01. The binding affinity (normalized) is 0. (2) The peptide sequence is FFGPIGKL. The MHC is HLA-A02:01 with pseudo-sequence HLA-A02:01. The binding affinity (normalized) is 0. (3) The peptide sequence is TLYDFDYYI. The MHC is HLA-A02:01 with pseudo-sequence HLA-A02:01. The binding affinity (normalized) is 1.00. (4) The peptide sequence is LQYNTFLQY. The MHC is HLA-A25:01 with pseudo-sequence HLA-A25:01. The binding affinity (normalized) is 0.0847. (5) The peptide sequence is IINEEAADWDL. The MHC is Mamu-A02 with pseudo-sequence Mamu-A02. The binding affinity (normalized) is 0. (6) The peptide sequence is SSPLELFML. The MHC is Mamu-A01 with pseudo-sequence Mamu-A01. The binding affinity (normalized) is 1.00. (7) The peptide sequence is APAKKAAAK. The MHC is HLA-A02:06 with pseudo-sequence HLA-A02:06. The binding affinity (normalized) is 0.0847.